This data is from hERG potassium channel inhibition data for cardiac toxicity prediction from Karim et al.. The task is: Regression/Classification. Given a drug SMILES string, predict its toxicity properties. Task type varies by dataset: regression for continuous values (e.g., LD50, hERG inhibition percentage) or binary classification for toxic/non-toxic outcomes (e.g., AMES mutagenicity, cardiotoxicity, hepatotoxicity). Dataset: herg_karim. (1) The result is 1 (blocker). The compound is O=C(NC[C@@H](O)CN1CCC(Oc2ccc(Cl)c(Cl)c2)CC1)c1c[nH]c(=O)c2c(F)cccc12. (2) The compound is Cn1cc(-c2[nH]c3cc(NC(=O)[C@H](N)C4CCCCC4)cc4c(=O)[nH]ncc2c34)cn1. The result is 0 (non-blocker).